Dataset: Retrosynthesis with 50K atom-mapped reactions and 10 reaction types from USPTO. Task: Predict the reactants needed to synthesize the given product. (1) Given the product COCc1cc(-c2ccc3ncc4c(c3c2)n(-c2cn(C(C)C)nc2C)c(=O)n4C)cnc1N, predict the reactants needed to synthesize it. The reactants are: COCc1cc(B2OC(C)(C)C(C)(C)O2)cnc1N.Cc1nn(C(C)C)cc1-n1c(=O)n(C)c2cnc3ccc(Br)cc3c21. (2) The reactants are: CC(=O)OCCCCBr.c1cc(N2CCNCC2)c2ccsc2c1. Given the product CC(=O)OCCCCN1CCN(c2cccc3sccc23)CC1, predict the reactants needed to synthesize it. (3) Given the product COc1ccc(C(=C(c2ccccc2)c2ccc(OCCN(C)C)cc2)C(F)(F)F)cc1, predict the reactants needed to synthesize it. The reactants are: CN(C)CCO.COc1ccc(C(=C(c2ccccc2)c2ccc(F)cc2)C(F)(F)F)cc1. (4) Given the product Cc1ccc(C2=NOC(c3cc(Cl)cc(Cl)c3)(C(F)(F)F)C2)cc1NC(=O)c1cccc(Br)c1, predict the reactants needed to synthesize it. The reactants are: Cc1ccc(C2=NOC(c3cc(Cl)cc(Cl)c3)(C(F)(F)F)C2)cc1N.O=C(O)c1cccc(Br)c1. (5) Given the product CNC(=O)CCc1c(-c2ccccc2)n(C)c(=O)c2cc(Cl)ccc12, predict the reactants needed to synthesize it. The reactants are: CN.COC(=O)CCc1c(-c2ccccc2)n(C)c(=O)c2cc(Cl)ccc12. (6) The reactants are: CI.CN(C[C@H]1CC[C@H](c2nc3ccccc3[nH]2)CC1)C(=O)OCc1ccccc1. Given the product CN(C[C@H]1CC[C@H](c2nc3ccccc3n2C)CC1)C(=O)OCc1ccccc1, predict the reactants needed to synthesize it.